This data is from NCI-60 drug combinations with 297,098 pairs across 59 cell lines. The task is: Regression. Given two drug SMILES strings and cell line genomic features, predict the synergy score measuring deviation from expected non-interaction effect. (1) Synergy scores: CSS=30.3, Synergy_ZIP=14.1, Synergy_Bliss=15.7, Synergy_Loewe=14.0, Synergy_HSA=16.4. Drug 1: CC12CCC3C(C1CCC2=O)CC(=C)C4=CC(=O)C=CC34C. Cell line: SN12C. Drug 2: C1CC(=O)NC(=O)C1N2C(=O)C3=CC=CC=C3C2=O. (2) Drug 1: CCC1(CC2CC(C3=C(CCN(C2)C1)C4=CC=CC=C4N3)(C5=C(C=C6C(=C5)C78CCN9C7C(C=CC9)(C(C(C8N6C=O)(C(=O)OC)O)OC(=O)C)CC)OC)C(=O)OC)O.OS(=O)(=O)O. Drug 2: C1C(C(OC1N2C=NC3=C2NC=NCC3O)CO)O. Cell line: NCI-H460. Synergy scores: CSS=4.01, Synergy_ZIP=1.83, Synergy_Bliss=3.00, Synergy_Loewe=-4.83, Synergy_HSA=1.99.